Dataset: Forward reaction prediction with 1.9M reactions from USPTO patents (1976-2016). Task: Predict the product of the given reaction. (1) Given the reactants Br[CH2:2][CH2:3][CH2:4][CH2:5][O:6][C:7]1[CH:12]=[CH:11][C:10]([C:13]2[N:17]=[C:16]([C:18]3[CH:19]=[CH:20][C:21]([O:26][CH:27]([CH3:29])[CH3:28])=[C:22]([CH:25]=3)[C:23]#[N:24])[O:15][N:14]=2)=[C:9]([Cl:30])[CH:8]=1.C(=O)([O-])[O-].[K+].[K+].Cl.[CH3:38][NH:39][CH3:40], predict the reaction product. The product is: [Cl:30][C:9]1[CH:8]=[C:7]([O:6][CH2:5][CH2:4][CH2:3][CH2:2][N:39]([CH3:40])[CH3:38])[CH:12]=[CH:11][C:10]=1[C:13]1[N:17]=[C:16]([C:18]2[CH:19]=[CH:20][C:21]([O:26][CH:27]([CH3:29])[CH3:28])=[C:22]([CH:25]=2)[C:23]#[N:24])[O:15][N:14]=1. (2) Given the reactants [CH3:1][O:2][C:3]1[CH:46]=[CH:45][C:6]([C:7]([O:22][CH2:23][C@H:24]2[O:28][C@@H:27]([N:29]3[CH:36]=[CH:35][C:33](=[O:34])[NH:32][C:30]3=[O:31])[C@H:26]([O:37][CH2:38][CH2:39][C:40](=[O:43])[NH:41][CH3:42])[C@@H:25]2[OH:44])([C:16]2[CH:21]=[CH:20][CH:19]=[CH:18][CH:17]=2)[C:8]2[CH:13]=[CH:12][C:11]([O:14][CH3:15])=[CH:10][CH:9]=2)=[CH:5][CH:4]=1.C(N(C(C)C)[P:51]([N:58]([CH:62]([CH3:64])[CH3:63])[CH:59]([CH3:61])[CH3:60])[O:52]OCCC#N)(C)C.[NH:68]1[C-:72]=NN=N1.[CH:73]([NH2+]C(C)C)(C)[CH3:74], predict the reaction product. The product is: [C:72]([CH2:73][CH2:74][PH:51]([O:44][C@@H:25]1[C@@H:24]([CH2:23][O:22][C:7]([C:16]2[CH:17]=[CH:18][CH:19]=[CH:20][CH:21]=2)([C:8]2[CH:13]=[CH:12][C:11]([O:14][CH3:15])=[CH:10][CH:9]=2)[C:6]2[CH:45]=[CH:46][C:3]([O:2][CH3:1])=[CH:4][CH:5]=2)[O:28][C@@H:27]([N:29]2[CH:36]=[CH:35][C:33](=[O:34])[NH:32][C:30]2=[O:31])[C@@H:26]1[O:37][CH2:38][CH2:39][C:40](=[O:43])[NH:41][CH3:42])([N:58]([CH:59]([CH3:60])[CH3:61])[CH:62]([CH3:63])[CH3:64])[OH:52])#[N:68]. (3) Given the reactants [CH3:1][N:2]([CH2:4][C:5]1([C:11]2[CH:16]=[CH:15][C:14]([OH:17])=[CH:13][CH:12]=2)[CH2:10][CH2:9][O:8][CH2:7][CH2:6]1)[CH3:3].Cl.[CH:19]([N:32]1[CH2:35][CH:34]([CH2:36]Cl)[CH2:33]1)([C:26]1[CH:31]=[CH:30][CH:29]=[CH:28][CH:27]=1)[C:20]1[CH:25]=[CH:24][CH:23]=[CH:22][CH:21]=1.CN(C)C=O.C(=O)([O-])[O-].[K+].[K+], predict the reaction product. The product is: [CH:19]([N:32]1[CH2:35][CH:34]([CH2:36][O:17][C:14]2[CH:15]=[CH:16][C:11]([C:5]3([CH2:4][N:2]([CH3:1])[CH3:3])[CH2:6][CH2:7][O:8][CH2:9][CH2:10]3)=[CH:12][CH:13]=2)[CH2:33]1)([C:26]1[CH:27]=[CH:28][CH:29]=[CH:30][CH:31]=1)[C:20]1[CH:21]=[CH:22][CH:23]=[CH:24][CH:25]=1. (4) Given the reactants Br[C:2]1[CH:7]=[CH:6][C:5]([OH:8])=[C:4]([Cl:9])[C:3]=1[CH2:10][OH:11].C([Cu])#N.CN([CH:18]=[O:19])C.O, predict the reaction product. The product is: [Cl:9][C:4]1[C:3]2[CH2:10][O:11][C:18](=[O:19])[C:2]=2[CH:7]=[CH:6][C:5]=1[OH:8]. (5) Given the reactants CO[C:3]([C:5]1[S:6][C:7]([C:15]2[CH:20]=[CH:19][C:18]([Cl:21])=[CH:17][CH:16]=2)=[CH:8][C:9]=1[N:10]=[CH:11][N:12]([CH3:14])C)=[O:4].[CH3:22][N:23]1[CH2:27][CH2:26][CH2:25][C@H:24]1[CH2:28][O:29][C:30]1[CH:31]=[C:32](CN)[CH:33]=[CH:34][CH:35]=1, predict the reaction product. The product is: [Cl:21][C:18]1[CH:17]=[CH:16][C:15]([C:7]2[S:6][C:5]3[C:3](=[O:4])[N:12]([CH2:14][C:34]4[CH:33]=[CH:32][CH:31]=[C:30]([O:29][CH2:28][C@@H:24]5[CH2:25][CH2:26][CH2:27][N:23]5[CH3:22])[CH:35]=4)[CH:11]=[N:10][C:9]=3[CH:8]=2)=[CH:20][CH:19]=1.